Predict the product of the given reaction. From a dataset of Forward reaction prediction with 1.9M reactions from USPTO patents (1976-2016). (1) The product is: [CH:15]([CH2:1][C:2]1[C:3]([N+:12]([O-:14])=[O:13])=[C:4]([CH:9]=[CH:10][CH:11]=1)[C:5]([O:7][CH3:8])=[O:6])=[O:16]. Given the reactants [CH3:1][C:2]1[C:3]([N+:12]([O-:14])=[O:13])=[C:4]([CH:9]=[CH:10][CH:11]=1)[C:5]([O:7][CH3:8])=[O:6].[CH3:15][O:16]C(OC)N(C)C.Cl, predict the reaction product. (2) Given the reactants [N:1]1([CH2:7][CH2:8][CH2:9][O:10][C:11]2[C:21]3[CH2:20][CH2:19][C:18]4[CH:22]=[CH:23][CH:24]=[CH:25][C:17]=4[C:16](=[O:26])[C:15]=3[CH:14]=[CH:13][CH:12]=2)[CH2:6][CH2:5][O:4][CH2:3][CH2:2]1.[F:27][C:28]1[CH:34]=[C:33]([F:35])[CH:32]=[CH:31][C:29]=1[NH2:30].C1(P(C2CCCCC2)C2C=CC=CC=2C2C(C(C)C)=CC(C(C)C)=CC=2C(C)C)CCCCC1.C1(C)C=CC=CC=1, predict the reaction product. The product is: [F:27][C:28]1[CH:34]=[C:33]([F:35])[CH:32]=[CH:31][C:29]=1[NH:30][C:23]1[CH:24]=[CH:25][C:17]2[C:16](=[O:26])[C:15]3[CH:21]=[C:11]([O:10][CH2:9][CH2:8][CH2:7][N:1]4[CH2:2][CH2:3][O:4][CH2:5][CH2:6]4)[CH:12]=[CH:13][C:14]=3[CH2:20][CH2:19][C:18]=2[CH:22]=1. (3) Given the reactants [Mg].Br[C:3]1[C:4]([CH:25]([CH3:27])[CH3:26])=[C:5]([C:15]2[CH:20]=[CH:19][C:18]([C:21]([F:24])([F:23])[F:22])=[CH:17][CH:16]=2)[C:6]([CH:12]([CH3:14])[CH3:13])=[CH:7][C:8]=1[CH:9]([CH3:11])[CH3:10].F[C:29]1[CH:34]=[C:33]([O:35][CH3:36])[CH:32]=[CH:31][C:30]=1[O:37][CH3:38].[Li]CCCC.CCCCCC.[I:50]I, predict the reaction product. The product is: [I:50][C:34]1[C:33]([O:35][CH3:36])=[CH:32][CH:31]=[C:30]([O:37][CH3:38])[C:29]=1[C:3]1[C:8]([CH:9]([CH3:10])[CH3:11])=[CH:7][C:6]([CH:12]([CH3:13])[CH3:14])=[C:5]([C:15]2[CH:16]=[CH:17][C:18]([C:21]([F:24])([F:22])[F:23])=[CH:19][CH:20]=2)[C:4]=1[CH:25]([CH3:26])[CH3:27]. (4) Given the reactants [CH:1](=O)[C:2]1[CH:7]=[CH:6][CH:5]=[CH:4][CH:3]=1.[NH2:9][C:10]1[CH:17]=[C:16]([CH3:18])[CH:15]=[CH:14][C:11]=1[C:12]#[N:13].C(OCC)(=O)C, predict the reaction product. The product is: [CH:1](=[N:9][C:10]1[CH:17]=[C:16]([CH3:18])[CH:15]=[CH:14][C:11]=1[C:12]#[N:13])[C:2]1[CH:7]=[CH:6][CH:5]=[CH:4][CH:3]=1. (5) Given the reactants [Cl:1][C:2]1[CH:7]=[CH:6][C:5]([C:8]([CH3:13])([CH3:12])[C:9]([OH:11])=O)=[CH:4][CH:3]=1.[NH2:14][CH2:15][CH2:16][CH2:17][N:18]1[CH2:23][CH2:22][CH:21]([C:24]2[CH:25]=[C:26]([NH:30][C:31](=[O:35])[CH2:32][CH2:33][CH3:34])[CH:27]=[CH:28][CH:29]=2)[CH2:20][CH2:19]1, predict the reaction product. The product is: [Cl:1][C:2]1[CH:3]=[CH:4][C:5]([C:8]([CH3:13])([CH3:12])[C:9]([NH:14][CH2:15][CH2:16][CH2:17][N:18]2[CH2:23][CH2:22][CH:21]([C:24]3[CH:25]=[C:26]([NH:30][C:31](=[O:35])[CH2:32][CH2:33][CH3:34])[CH:27]=[CH:28][CH:29]=3)[CH2:20][CH2:19]2)=[O:11])=[CH:6][CH:7]=1.